Dataset: Reaction yield outcomes from USPTO patents with 853,638 reactions. Task: Predict the reaction yield, written as a fraction of the theoretical maximum amount of product (1.0 means a 100% yield; for example, 0.34 means a 34% yield). (1) The reactants are C([O:3][C:4](=[O:10])[CH:5](Cl)[C:6]([CH3:8])=O)C.[CH:11]([NH2:13])=[O:12]. The catalyst is CN(C=O)C.COC(C)(C)C. The product is [CH3:8][C:6]1[N:13]=[CH:11][O:12][C:5]=1[C:4]([OH:3])=[O:10]. The yield is 0.353. (2) The reactants are [CH3:1][O:2][C:3]1[CH:8]=[CH:7][CH:6]=[CH:5][C:4]=1[C:9]1[C:17]2[C:12](=[N:13][CH:14]=[C:15]([C:18]3[CH:19]=[C:20]([CH:24]=[CH:25][CH:26]=3)[C:21](O)=[O:22])[N:16]=2)[NH:11][CH:10]=1.CCN=C=NCCCN(C)C.Cl.CN(C(ON1N=NC2C=CC=CC1=2)=[N+](C)C)C.F[P-](F)(F)(F)(F)F.C(N(C(C)C)CC)(C)C.[CH3:72][N:73]([CH3:82])[CH2:74][CH2:75][N:76]1[CH2:81][CH2:80][NH:79][CH2:78][CH2:77]1. The catalyst is CN(C=O)C. The product is [CH3:72][N:73]([CH3:82])[CH2:74][CH2:75][N:76]1[CH2:81][CH2:80][N:79]([C:21]([C:20]2[CH:24]=[CH:25][CH:26]=[C:18]([C:15]3[N:16]=[C:17]4[C:9]([C:4]5[CH:5]=[CH:6][CH:7]=[CH:8][C:3]=5[O:2][CH3:1])=[CH:10][NH:11][C:12]4=[N:13][CH:14]=3)[CH:19]=2)=[O:22])[CH2:78][CH2:77]1. The yield is 0.120. (3) The reactants are CN(C(ON1N=NC2C=CC=CC1=2)=[N+](C)C)C.[B-](F)(F)(F)F.C1C=CC2N(O)N=NC=2C=1.[CH3:33][CH:34]([CH3:38])[C:35](O)=[O:36].C(N(C(C)C)CC)(C)C.[CH3:48][S:49]([C:52]1[CH:57]=[CH:56][C:55]([C:58]2[N:63]=[CH:62][C:61]([O:64][CH2:65][CH:66]3[CH2:71][CH2:70][N:69]([C:72]([NH:74][NH2:75])=[O:73])[CH2:68][CH2:67]3)=[CH:60][CH:59]=2)=[CH:54][CH:53]=1)(=[O:51])=[O:50]. The catalyst is CN(C=O)C.O. The product is [CH3:33][CH:34]([CH3:38])[C:35]([NH:75][NH:74][C:72]([N:69]1[CH2:68][CH2:67][CH:66]([CH2:65][O:64][C:61]2[CH:62]=[N:63][C:58]([C:55]3[CH:56]=[CH:57][C:52]([S:49]([CH3:48])(=[O:50])=[O:51])=[CH:53][CH:54]=3)=[CH:59][CH:60]=2)[CH2:71][CH2:70]1)=[O:73])=[O:36]. The yield is 0.850. (4) The reactants are [Cl:1][C:2]1[C:3]([Cl:12])=[C:4](Cl)[C:5]2[N:6]([CH:8]=[CH:9][N:10]=2)[N:7]=1.[CH2:13]([O:15][C:16]1[CH:22]=[CH:21][C:19]([NH2:20])=[CH:18][CH:17]=1)[CH3:14].C(N(CC)CC)C. The catalyst is CCO. The product is [Cl:1][C:2]1[C:3]([Cl:12])=[C:4]([NH:20][C:19]2[CH:21]=[CH:22][C:16]([O:15][CH2:13][CH3:14])=[CH:17][CH:18]=2)[C:5]2[N:6]([CH:8]=[CH:9][N:10]=2)[N:7]=1. The yield is 0.860. (5) The reactants are [Cl-].[Mg+2].[Cl-].[CH2:4]([O:6][C:7](=[O:21])[C:8](=O)[CH2:9][N:10]1[C:19]2[C:14](=[CH:15][CH:16]=[CH:17][CH:18]=2)[CH2:13][CH2:12][CH2:11]1)[CH3:5]. The catalyst is COCCO. The product is [CH2:4]([O:6][C:7]([C:8]1[C:18]2=[C:19]3[C:14](=[CH:15][CH:16]=[CH:17]2)[CH2:13][CH2:12][CH2:11][N:10]3[CH:9]=1)=[O:21])[CH3:5]. The yield is 0.470. (6) The reactants are [Cl:1][C:2]1[C:3](=[O:16])[N:4]([C:9]2[CH:14]=[CH:13][C:12]([Cl:15])=[CH:11][CH:10]=2)[N:5]([CH3:8])[C:6]=1[CH3:7].[Br:17]N1C(=O)CCC1=O. The catalyst is C(Cl)(Cl)(Cl)Cl. The product is [Br:17][CH2:7][C:6]1[N:5]([CH3:8])[N:4]([C:9]2[CH:14]=[CH:13][C:12]([Cl:15])=[CH:11][CH:10]=2)[C:3](=[O:16])[C:2]=1[Cl:1]. The yield is 0.835.